Dataset: Forward reaction prediction with 1.9M reactions from USPTO patents (1976-2016). Task: Predict the product of the given reaction. (1) Given the reactants C(O)C.[ClH:4].[S:5]1[CH:9]=[CH:8][C:7]2[C:10]([N:14]3[CH2:19][CH2:18][N:17]([CH2:20][CH2:21][CH2:22][CH2:23][O:24][C:25]4[CH:34]=[C:33]5[C:28]([CH2:29][CH2:30][C:31](=[O:35])[NH:32]5)=[CH:27][CH:26]=4)[CH2:16][CH2:15]3)=[CH:11][CH:12]=[CH:13][C:6]1=2, predict the reaction product. The product is: [ClH:4].[S:5]1[CH:9]=[CH:8][C:7]2[C:10]([N:14]3[CH2:15][CH2:16][N:17]([CH2:20][CH2:21][CH2:22][CH2:23][O:24][C:25]4[CH:34]=[C:33]5[C:28]([CH2:29][CH2:30][C:31](=[O:35])[NH:32]5)=[CH:27][CH:26]=4)[CH2:18][CH2:19]3)=[CH:11][CH:12]=[CH:13][C:6]1=2. (2) Given the reactants [NH2:1][C:2]1[CH:7]=[CH:6][CH:5]=[CH:4][C:3]=1[NH:8][C:9]([NH:11][C:12]1[CH:17]=[CH:16][CH:15]=[C:14]([C:18]([F:21])([F:20])[F:19])[CH:13]=1)=[S:10].[C:22](N1C=CN=C1)(N1C=CN=C1)=[S:23], predict the reaction product. The product is: [F:20][C:18]([F:21])([F:19])[C:14]1[CH:13]=[C:12]([NH:11][C:9]([N:8]2[C:3]3[CH:4]=[CH:5][CH:6]=[CH:7][C:2]=3[NH:1][C:22]2=[S:23])=[S:10])[CH:17]=[CH:16][CH:15]=1. (3) Given the reactants Cl[C:2]1[CH:7]=[C:6]([Cl:8])[N:5]=[C:4]([CH3:9])[C:3]=1[C:10]1[S:11][C:12]2[CH:18]=[CH:17][CH:16]=[CH:15][C:13]=2[N:14]=1.Cl.[NH2:20][C@@H:21]1[CH2:25][C@H:24]([CH2:26][OH:27])[C@@H:23]([OH:28])[C@H:22]1[OH:29].CCN([CH2:35][CH3:36])CC.[CH3:37]CO, predict the reaction product. The product is: [S:11]1[C:12]2[CH:18]=[CH:17][CH:16]=[CH:15][C:13]=2[N:14]=[C:10]1[C:3]1[C:4]([CH3:9])=[N:5][C:6]([Cl:8])=[CH:7][C:2]=1[NH:20][C@H:21]1[C@@H:22]2[O:29][C:35]([CH3:36])([CH3:37])[O:28][C@@H:23]2[C@@H:24]([CH2:26][OH:27])[CH2:25]1. (4) Given the reactants [C:1]([O:5][C:6]([N:8]1[CH2:11][CH:10]([C:12](=[O:27])[C:13]2[CH:18]=[CH:17][C:16]([O:19]CC3C=CC=CC=3)=[CH:15][CH:14]=2)[CH2:9]1)=[O:7])([CH3:4])([CH3:3])[CH3:2].[H][H], predict the reaction product. The product is: [OH:27][CH:12]([C:13]1[CH:14]=[CH:15][C:16]([OH:19])=[CH:17][CH:18]=1)[CH:10]1[CH2:11][N:8]([C:6]([O:5][C:1]([CH3:4])([CH3:3])[CH3:2])=[O:7])[CH2:9]1. (5) Given the reactants [CH:1]12[CH2:10][CH:5]3[CH2:6][CH:7]([CH2:9][CH:3]([CH2:4]3)[CH:2]1[N:11]1[C:14](=[O:15])[C:13]([CH3:17])([CH3:16])[NH:12]1)[CH2:8]2.[Cl:18][C:19]1[CH:26]=[CH:25][CH:24]=[C:23]([F:27])[C:20]=1[CH2:21]Br, predict the reaction product. The product is: [Cl:18][C:19]1[CH:26]=[CH:25][CH:24]=[C:23]([F:27])[C:20]=1[CH2:21][N:12]1[C:13]([CH3:17])([CH3:16])[C:14](=[O:15])[N:11]1[CH:2]1[CH:3]2[CH2:4][CH:5]3[CH2:6][CH:7]([CH2:8][CH:1]1[CH2:10]3)[CH2:9]2.